This data is from Reaction yield outcomes from USPTO patents with 853,638 reactions. The task is: Predict the reaction yield, written as a fraction of the theoretical maximum amount of product (1.0 means a 100% yield; for example, 0.34 means a 34% yield). (1) The catalyst is O1CCOCC1. The reactants are [CH3:1][N:2]([C:4]1[NH:8][N:7]=[N:6][N:5]=1)[NH2:3].[CH3:9][N:10]([CH3:19])[C:11]1[CH:18]=[CH:17][C:14]([CH:15]=O)=[CH:13][CH:12]=1.Cl. The product is [CH3:9][N:10]([CH3:19])[C:11]1[CH:18]=[CH:17][C:14](/[CH:15]=[N:3]/[N:2]([CH3:1])[C:4]2[NH:8][N:7]=[N:6][N:5]=2)=[CH:13][CH:12]=1. The yield is 0.370. (2) The reactants are [CH3:1][C:2]([CH3:18])([CH3:17])[CH2:3][C@@H:4]1[NH:9][CH2:8][C@H:7]([C:10]2[CH:15]=[CH:14][CH:13]=[CH:12][CH:11]=2)[NH:6][C:5]1=[O:16].[C:19]1([C@@H:25]2[CH2:27][C@H:26]2[C:28](O)=[O:29])[CH:24]=[CH:23][CH:22]=[CH:21][CH:20]=1.C([C@@H]1N(C([C@@H]2C[C@H]2C2C=CC=CC=2)=O)C[C@H](CC(C)C)NC1=O)C(C)C. No catalyst specified. The product is [CH2:3]([C@@H:4]1[N:9]([C:28]([C@@H:26]2[CH2:27][C@H:25]2[C:19]2[CH:24]=[CH:23][CH:22]=[CH:21][CH:20]=2)=[O:29])[CH2:8][C@H:7]([C:10]2[CH:15]=[CH:14][CH:13]=[CH:12][CH:11]=2)[NH:6][C:5]1=[O:16])[C:2]([CH3:18])([CH3:17])[CH3:1]. The yield is 0.740. (3) The reactants are [NH:1]1[CH2:6][CH2:5][NH:4][CH2:3][C:2]1=[O:7].[Cl:8][C:9]1[CH:14]=[CH:13][C:12]([CH2:15][CH2:16]Cl)=[CH:11][CH:10]=1.C([O-])([O-])=O.[K+].[K+]. The catalyst is CS(C)=O. The product is [Cl:8][C:9]1[CH:14]=[CH:13][C:12]([CH2:15][CH2:16][N:4]2[CH2:5][CH2:6][NH:1][C:2](=[O:7])[CH2:3]2)=[CH:11][CH:10]=1. The yield is 0.600. (4) The reactants are C[O:2][C:3](=[O:31])[CH2:4][O:5][C:6]1[CH:11]=[CH:10][C:9]([S:12][CH2:13][CH:14]=[C:15]([C:23]2[CH:28]=[CH:27][C:26]([Br:29])=[CH:25][CH:24]=2)[C:16]2[CH:21]=[CH:20][C:19]([Br:22])=[CH:18][CH:17]=2)=[CH:8][C:7]=1[CH3:30].[OH-].[Na+].O.Cl. The catalyst is C(O)C. The product is [Br:29][C:26]1[CH:25]=[CH:24][C:23]([C:15]([C:16]2[CH:21]=[CH:20][C:19]([Br:22])=[CH:18][CH:17]=2)=[CH:14][CH2:13][S:12][C:9]2[CH:10]=[CH:11][C:6]([O:5][CH2:4][C:3]([OH:31])=[O:2])=[C:7]([CH3:30])[CH:8]=2)=[CH:28][CH:27]=1. The yield is 0.930. (5) The reactants are C(OC([NH:8][C:9]1[C:14]([F:15])=[C:13]([C:16]2[CH:21]=[CH:20][C:19]([Cl:22])=[C:18]([F:23])[CH:17]=2)[N:12]=[C:11]([C:24]([O:26][CH3:27])=[O:25])[C:10]=1[CH:28]=[CH2:29])=O)(C)(C)C.FC(F)(F)C(O)=O. The catalyst is ClC(Cl)C. The product is [NH2:8][C:9]1[C:14]([F:15])=[C:13]([C:16]2[CH:21]=[CH:20][C:19]([Cl:22])=[C:18]([F:23])[CH:17]=2)[N:12]=[C:11]([C:24]([O:26][CH3:27])=[O:25])[C:10]=1[CH:28]=[CH2:29]. The yield is 0.950. (6) The reactants are [CH3:1][N:2]1[C:10](=[O:11])[C:9]2[N:8](COCC[Si](C)(C)C)[C:7]([O:20][C:21]3[CH:26]=[CH:25][CH:24]=[C:23]([C:27]([F:30])([F:29])[F:28])[CH:22]=3)=[N:6][C:5]=2[N:4]([CH3:31])[C:3]1=[O:32].Cl. The catalyst is C(O)C. The product is [CH3:1][N:2]1[C:10](=[O:11])[C:9]2[NH:8][C:7]([O:20][C:21]3[CH:26]=[CH:25][CH:24]=[C:23]([C:27]([F:30])([F:29])[F:28])[CH:22]=3)=[N:6][C:5]=2[N:4]([CH3:31])[C:3]1=[O:32]. The yield is 0.960. (7) The reactants are Cl[C:2]1[N:7]=[CH:6][C:5]([C:8]([O:10][CH3:11])=[O:9])=[CH:4][N:3]=1.[CH3:12][CH:13]([N:15]1[CH2:21][CH2:20][CH2:19][NH:18][CH2:17][CH2:16]1)[CH3:14].C(N(C(C)C)C(C)C)C. The catalyst is ClCCl. The product is [CH3:12][CH:13]([N:15]1[CH2:21][CH2:20][CH2:19][N:18]([C:2]2[N:7]=[CH:6][C:5]([C:8]([O:10][CH3:11])=[O:9])=[CH:4][N:3]=2)[CH2:17][CH2:16]1)[CH3:14]. The yield is 0.790. (8) The yield is 0.520. The reactants are [CH2:1]([N:8]1[CH2:12][CH2:11][N:10]([C:13]2[S:14][C:15]([C:19]([OH:21])=O)=[C:16]([CH3:18])[N:17]=2)[C:9]1=[O:22])[C:2]1[CH:7]=[CH:6][CH:5]=[CH:4][CH:3]=1.C1(CN2CCN(C3SC(C(O)=O)=C(C)N=3)C2=O)CCCCC1.[NH2:45][CH2:46][C:47]1[CH:48]=[N:49][CH:50]=[CH:51][CH:52]=1. The product is [CH:2]1([CH2:1][N:8]2[CH2:12][CH2:11][N:10]([C:13]3[S:14][C:15]([C:19]([NH:45][CH2:46][C:47]4[CH:48]=[N:49][CH:50]=[CH:51][CH:52]=4)=[O:21])=[C:16]([CH3:18])[N:17]=3)[C:9]2=[O:22])[CH2:3][CH2:4][CH2:5][CH2:6][CH2:7]1. No catalyst specified. (9) The reactants are [Cl:1][C:2]1[CH:10]=[C:9](/[CH:11]=[CH:12]/[CH:13]([C:18]2[CH:23]=[C:22]([Cl:24])[C:21]([Cl:25])=[C:20]([Cl:26])[CH:19]=2)[C:14]([F:17])([F:16])[F:15])[CH:8]=[CH:7][C:3]=1[C:4]([OH:6])=O.[NH2:27][C:28]1([C:31]([NH:33][CH2:34][C:35]([F:38])([F:37])[F:36])=[O:32])[CH2:30][CH2:29]1.F[P-](F)(F)(F)(F)F.ClC1N(C)CC[NH+]1C.ON1C2N=CC=CC=2N=N1. The catalyst is C(Cl)Cl.CN(C=O)C.CN(C1C=CN=CC=1)C. The product is [Cl:1][C:2]1[CH:10]=[C:9](/[CH:11]=[CH:12]/[CH:13]([C:18]2[CH:23]=[C:22]([Cl:24])[C:21]([Cl:25])=[C:20]([Cl:26])[CH:19]=2)[C:14]([F:16])([F:15])[F:17])[CH:8]=[CH:7][C:3]=1[C:4]([NH:27][C:28]1([C:31](=[O:32])[NH:33][CH2:34][C:35]([F:37])([F:38])[F:36])[CH2:30][CH2:29]1)=[O:6]. The yield is 0.750.